This data is from NCI-60 drug combinations with 297,098 pairs across 59 cell lines. The task is: Regression. Given two drug SMILES strings and cell line genomic features, predict the synergy score measuring deviation from expected non-interaction effect. (1) Drug 1: CC1=C2C(C(=O)C3(C(CC4C(C3C(C(C2(C)C)(CC1OC(=O)C(C(C5=CC=CC=C5)NC(=O)OC(C)(C)C)O)O)OC(=O)C6=CC=CC=C6)(CO4)OC(=O)C)OC)C)OC. Drug 2: CC1=C(C=C(C=C1)NC(=O)C2=CC=C(C=C2)CN3CCN(CC3)C)NC4=NC=CC(=N4)C5=CN=CC=C5. Cell line: OVCAR-8. Synergy scores: CSS=41.5, Synergy_ZIP=2.16, Synergy_Bliss=-5.18, Synergy_Loewe=-32.9, Synergy_HSA=-5.69. (2) Drug 1: C1CCC(CC1)NC(=O)N(CCCl)N=O. Drug 2: CC1=C2C(C(=O)C3(C(CC4C(C3C(C(C2(C)C)(CC1OC(=O)C(C(C5=CC=CC=C5)NC(=O)OC(C)(C)C)O)O)OC(=O)C6=CC=CC=C6)(CO4)OC(=O)C)O)C)O. Cell line: 786-0. Synergy scores: CSS=46.1, Synergy_ZIP=-8.88, Synergy_Bliss=-5.19, Synergy_Loewe=-17.8, Synergy_HSA=-2.07. (3) Drug 1: C1=CC(=CC=C1CCCC(=O)O)N(CCCl)CCCl. Drug 2: CC(C1=C(C=CC(=C1Cl)F)Cl)OC2=C(N=CC(=C2)C3=CN(N=C3)C4CCNCC4)N. Cell line: HS 578T. Synergy scores: CSS=-4.87, Synergy_ZIP=-4.15, Synergy_Bliss=-7.46, Synergy_Loewe=-12.6, Synergy_HSA=-12.4.